This data is from Full USPTO retrosynthesis dataset with 1.9M reactions from patents (1976-2016). The task is: Predict the reactants needed to synthesize the given product. (1) Given the product [ClH:51].[NH2:1][CH2:4][CH2:5][CH2:6][CH2:7][C:8]#[C:9][C:10]1[CH:11]=[CH:12][C:13]([CH:16]([CH3:25])[CH2:17][NH:18][S:19]([CH:22]([CH3:24])[CH3:23])(=[O:21])=[O:20])=[CH:14][CH:15]=1, predict the reactants needed to synthesize it. The reactants are: [N:1]([CH2:4][CH2:5][CH2:6][CH2:7][C:8]#[C:9][C:10]1[CH:15]=[CH:14][C:13]([CH:16]([CH3:25])[CH2:17][NH:18][S:19]([CH:22]([CH3:24])[CH3:23])(=[O:21])=[O:20])=[CH:12][CH:11]=1)=[N+]=[N-].C1C=CC(P(C2C=CC=CC=2)C2C=CC=CC=2)=CC=1.CCOCC.C(Cl)[Cl:51]. (2) The reactants are: [C:1]([O:5][C:6]([NH:8][C@@H:9]([CH2:14][N:15]1[CH2:20][CH2:19][CH:18]([C:21]([F:24])([F:23])[F:22])[CH2:17][CH2:16]1)[C:10](OC)=[O:11])=[O:7])([CH3:4])([CH3:3])[CH3:2].C1COCC1.CC(C[AlH]CC(C)C)C.[C@H](O)(C([O-])=O)[C@@H](O)C([O-])=O.[Na+].[K+]. Given the product [OH:11][CH2:10][C@@H:9]([NH:8][C:6](=[O:7])[O:5][C:1]([CH3:3])([CH3:2])[CH3:4])[CH2:14][N:15]1[CH2:20][CH2:19][CH:18]([C:21]([F:24])([F:22])[F:23])[CH2:17][CH2:16]1, predict the reactants needed to synthesize it. (3) Given the product [N:24]1([S:30]([C:33]2[CH:34]=[C:35]([NH:39][C:21]([C:20]3[CH:19]=[N:18][N:12]4[C:13]([CH:15]([F:16])[F:17])=[CH:14][C:9]([C:4]5[CH:5]=[CH:6][C:7]([Cl:8])=[C:2]([Cl:1])[CH:3]=5)=[N:10][C:11]=34)=[O:23])[CH:36]=[CH:37][CH:38]=2)(=[O:32])=[O:31])[CH2:25][CH2:26][O:27][CH2:28][CH2:29]1, predict the reactants needed to synthesize it. The reactants are: [Cl:1][C:2]1[CH:3]=[C:4]([C:9]2[CH:14]=[C:13]([CH:15]([F:17])[F:16])[N:12]3[N:18]=[CH:19][C:20]([C:21]([OH:23])=O)=[C:11]3[N:10]=2)[CH:5]=[CH:6][C:7]=1[Cl:8].[N:24]1([S:30]([C:33]2[CH:34]=[C:35]([NH2:39])[CH:36]=[CH:37][CH:38]=2)(=[O:32])=[O:31])[CH2:29][CH2:28][O:27][CH2:26][CH2:25]1. (4) Given the product [CH2:11]([N:13]([CH2:14][CH3:15])[C:8](=[O:10])[CH2:7][CH2:6][C:2]1[NH:1][CH:5]=[CH:4][CH:3]=1)[CH3:12], predict the reactants needed to synthesize it. The reactants are: [NH:1]1[CH:5]=[CH:4][CH:3]=[C:2]1[CH2:6][CH2:7][C:8]([OH:10])=O.[CH2:11]([NH:13][CH2:14][CH3:15])[CH3:12].C1C=CC2N(O)N=NC=2C=1.C(N(CC)CC)C.C(Cl)CCl. (5) Given the product [NH2:1][C:2]1[CH:10]=[CH:9][CH:8]=[C:7]([O:11][CH3:12])[C:3]=1[C:4]([N:29]1[CH2:30][CH2:31][CH:26]([N:22]2[CH2:23][CH2:24][CH2:25][C:19]3([C:18](=[O:32])[O:17][C:16]([CH3:15])([CH3:33])[CH2:20]3)[CH2:21]2)[CH2:27][CH2:28]1)=[O:6], predict the reactants needed to synthesize it. The reactants are: [NH2:1][C:2]1[CH:10]=[CH:9][CH:8]=[C:7]([O:11][CH3:12])[C:3]=1[C:4]([OH:6])=O.Cl.Cl.[CH3:15][C:16]1([CH3:33])[CH2:20][C:19]2([CH2:25][CH2:24][CH2:23][N:22]([CH:26]3[CH2:31][CH2:30][NH:29][CH2:28][CH2:27]3)[CH2:21]2)[C:18](=[O:32])[O:17]1.C(OC(C)C)(C)C.